This data is from Catalyst prediction with 721,799 reactions and 888 catalyst types from USPTO. The task is: Predict which catalyst facilitates the given reaction. (1) Reactant: [Cl:1][C:2]1[C:10]2[C:5](=[CH:6][CH:7]=[CH:8][CH:9]=2)[NH:4][N:3]=1.Cl[C:12]1[N:16]([CH3:17])[N:15]=[C:14]([CH3:18])[C:13]=1[CH:19]=[O:20].C(=O)([O-])[O-].[K+].[K+].O. Product: [Cl:1][C:2]1[C:10]2[C:5](=[CH:6][CH:7]=[CH:8][CH:9]=2)[N:4]([C:12]2[N:16]([CH3:17])[N:15]=[C:14]([CH3:18])[C:13]=2[CH:19]=[O:20])[N:3]=1. The catalyst class is: 9. (2) Reactant: [F:1][C:2]1[CH:7]=[CH:6][C:5]([C:8]2[N:13]=[C:12]3[O:14][N:15]=[C:16]([CH3:17])[C:11]3=[CH:10][C:9]=2[C:18]2[CH:23]=[CH:22][N:21]=[C:20](S(C)(=O)=O)[N:19]=2)=[CH:4][CH:3]=1.[CH:28]1([CH2:31][NH2:32])[CH2:30][CH2:29]1. Product: [CH:28]1([CH2:31][NH:32][C:20]2[N:19]=[C:18]([C:9]3[CH:10]=[C:11]4[C:16]([CH3:17])=[N:15][O:14][C:12]4=[N:13][C:8]=3[C:5]3[CH:6]=[CH:7][C:2]([F:1])=[CH:3][CH:4]=3)[CH:23]=[CH:22][N:21]=2)[CH2:30][CH2:29]1. The catalyst class is: 1.